This data is from Full USPTO retrosynthesis dataset with 1.9M reactions from patents (1976-2016). The task is: Predict the reactants needed to synthesize the given product. (1) The reactants are: [CH3:1][O:2][C:3]1[CH:8]=[CH:7][C:6]([N:9]2[CH2:14][CH2:13][NH:12][CH2:11][CH2:10]2)=[CH:5][CH:4]=1.BrC1C=CC(S(O[CH2:26][C@@H:27]2[O:41][C:31]3=[C:32]4[C:37](=[CH:38][CH:39]=[C:30]3[O:29][CH2:28]2)[N:36]=[C:35]([CH3:40])[CH:34]=[CH:33]4)(=O)=O)=CC=1. Given the product [CH3:1][O:2][C:3]1[CH:4]=[CH:5][C:6]([N:9]2[CH2:14][CH2:13][N:12]([CH2:26][C@@H:27]3[O:41][C:31]4=[C:32]5[C:37](=[CH:38][CH:39]=[C:30]4[O:29][CH2:28]3)[N:36]=[C:35]([CH3:40])[CH:34]=[CH:33]5)[CH2:11][CH2:10]2)=[CH:7][CH:8]=1, predict the reactants needed to synthesize it. (2) Given the product [Br:1][C:2]1[CH:7]=[CH:6][C:5]([CH2:8][CH2:9][C:10]([N:14]([O:27][CH3:25])[CH3:19])=[O:12])=[CH:4][CH:3]=1, predict the reactants needed to synthesize it. The reactants are: [Br:1][C:2]1[CH:7]=[CH:6][C:5]([CH2:8][CH2:9][C:10]([OH:12])=O)=[CH:4][CH:3]=1.C[N:14]1[CH2:19]COCC1.ClC1N=[C:25]([O:27]C)N=C(OC)N=1. (3) Given the product [F:1][C:2]1[CH:7]=[CH:6][C:5]([S:8]([NH:17][CH3:15])(=[O:10])=[O:9])=[CH:4][C:3]=1[N+:12]([O-:14])=[O:13], predict the reactants needed to synthesize it. The reactants are: [F:1][C:2]1[CH:7]=[CH:6][C:5]([S:8](Cl)(=[O:10])=[O:9])=[CH:4][C:3]=1[N+:12]([O-:14])=[O:13].[CH2:15]([N:17](CC)CC)C.Cl.CN. (4) The reactants are: C([N:8]1[CH2:12][CH2:11][C:10]([C:26]2[CH:31]=[CH:30][C:29]([C:32]([F:41])([C:37]([F:40])([F:39])[F:38])[C:33]([F:36])([F:35])[F:34])=[CH:28][CH:27]=2)([S:13]([C:16]2[CH:21]=[CH:20][CH:19]=[C:18]([C:22]([F:25])([F:24])[F:23])[CH:17]=2)(=[O:15])=[O:14])[CH2:9]1)C1C=CC=CC=1.Cl. Given the product [F:36][C:33]([F:34])([F:35])[C:32]([F:41])([C:29]1[CH:28]=[CH:27][C:26]([C:10]2([S:13]([C:16]3[CH:21]=[CH:20][CH:19]=[C:18]([C:22]([F:23])([F:24])[F:25])[CH:17]=3)(=[O:15])=[O:14])[CH2:11][CH2:12][NH:8][CH2:9]2)=[CH:31][CH:30]=1)[C:37]([F:40])([F:39])[F:38], predict the reactants needed to synthesize it. (5) Given the product [Cl:22][C:23]1[CH:24]=[C:25]([NH:26][C:2]2[N:6]=[C:5]([N:7]3[CH2:12][CH2:11][O:10][CH2:9][CH2:8]3)[N:4]([CH2:13][C:14]3[CH:19]=[CH:18][C:17]([O:20][CH3:21])=[CH:16][CH:15]=3)[N:3]=2)[CH:27]=[C:28]([Cl:31])[C:29]=1[F:30], predict the reactants needed to synthesize it. The reactants are: Br[C:2]1[N:6]=[C:5]([N:7]2[CH2:12][CH2:11][O:10][CH2:9][CH2:8]2)[N:4]([CH2:13][C:14]2[CH:19]=[CH:18][C:17]([O:20][CH3:21])=[CH:16][CH:15]=2)[N:3]=1.[Cl:22][C:23]1[CH:24]=[C:25]([CH:27]=[C:28]([Cl:31])[C:29]=1[F:30])[NH2:26].CC(C)([O-])C.[Na+].C(P(C(C)(C)C)C1C=CC=CC=1C1C(C(C)C)=CC(C(C)C)=CC=1C(C)C)(C)(C)C. (6) Given the product [ClH:28].[CH2:1]([O:3][C:4](=[O:27])[CH2:5][CH2:6][C@@H:7]([NH2:19])[CH2:8][S:9][CH2:10][C:11]1[CH:12]=[CH:13][C:14]([O:17][CH3:18])=[CH:15][CH:16]=1)[CH3:2], predict the reactants needed to synthesize it. The reactants are: [CH2:1]([O:3][C:4](=[O:27])[CH2:5][CH2:6][C@@H:7]([NH:19]C(OC(C)(C)C)=O)[CH2:8][S:9][CH2:10][C:11]1[CH:16]=[CH:15][C:14]([O:17][CH3:18])=[CH:13][CH:12]=1)[CH3:2].[ClH:28].C(OCC)(=O)C. (7) Given the product [Br:1][C:2]1[CH:10]=[CH:9][C:5]([Cl:12])([CH:6]=[N:7][OH:8])[CH2:4][C:3]=1[CH3:11], predict the reactants needed to synthesize it. The reactants are: [Br:1][C:2]1[CH:10]=[CH:9][C:5]([CH:6]=[N:7][OH:8])=[CH:4][C:3]=1[CH3:11].[ClH:12].Cl[O-].[Na+]. (8) Given the product [F:1][C:2]1[CH:3]=[CH:4][C:5]([C:8]2[CH:13]=[N:12][C:11]3[N:10]([C:16]([CH2:19][C:20]4[CH:21]=[CH:22][C:23]([O:26][CH3:27])=[CH:24][CH:25]=4)=[CH:17][N:14]=3)[CH:9]=2)=[CH:6][CH:7]=1, predict the reactants needed to synthesize it. The reactants are: [F:1][C:2]1[CH:7]=[CH:6][C:5]([C:8]2[CH:9]=[N:10][C:11]([NH2:14])=[N:12][CH:13]=2)=[CH:4][CH:3]=1.Cl[CH:16]([CH2:19][C:20]1[CH:25]=[CH:24][C:23]([O:26][CH3:27])=[CH:22][CH:21]=1)[CH:17]=O.C(O)CCCC. (9) Given the product [C:12]([O:14][CH2:15][CH2:16][C:1]1([OH:7])[CH2:6][CH2:5][CH2:4][CH2:3][CH2:2]1)(=[O:13])[CH3:11], predict the reactants needed to synthesize it. The reactants are: [C:1]1(=[O:7])[CH2:6][CH2:5][CH2:4][CH2:3][CH2:2]1.II.Br[CH2:11][C:12]([O:14][CH2:15][CH3:16])=[O:13].S(=O)(=O)(O)O.